Dataset: Forward reaction prediction with 1.9M reactions from USPTO patents (1976-2016). Task: Predict the product of the given reaction. (1) The product is: [NH2:10][C:7]1[CH:8]=[CH:9][C:4]([C:1](=[O:3])[CH3:2])=[CH:5][C:6]=1[Br:14]. Given the reactants [C:1]([C:4]1[CH:9]=[CH:8][C:7]([NH:10]C(=O)C)=[C:6]([Br:14])[CH:5]=1)(=[O:3])[CH3:2], predict the reaction product. (2) Given the reactants COC1C=C(C(C2C=CC(OC)=C(OC)C=2)=CC([O-])=O)C=CC=1OC.[CH2:26]([O:28][C:29]1[CH:30]=[C:31]([CH:40]=[CH:41][C:42]=1[O:43][CH3:44])[C:32]([C:34]1[CH:39]=[CH:38][CH:37]=[CH:36][CH:35]=1)=O)[CH3:27].C([N:47](CC)[C:48]([CH2:50]P(=O)([O-])[O-])=[O:49])C.C[Si](C)(C)[N-][Si](C)(C)C.[Li+], predict the reaction product. The product is: [C:34]1([C:32]([C:31]2[CH:40]=[CH:41][C:42]([O:43][CH3:44])=[C:29]([O:28][CH2:26][CH3:27])[CH:30]=2)=[CH:50][C:48]([NH2:47])=[O:49])[CH:39]=[CH:38][CH:37]=[CH:36][CH:35]=1.